This data is from Reaction yield outcomes from USPTO patents with 853,638 reactions. The task is: Predict the reaction yield, written as a fraction of the theoretical maximum amount of product (1.0 means a 100% yield; for example, 0.34 means a 34% yield). The reactants are [C:1]([C@@H:4]([NH:9][C:10](=[O:21])[C@@H:11]([NH2:20])[CH2:12][C:13]1[CH:18]=[CH:17][C:16](Br)=[CH:15][CH:14]=1)[CH2:5][CH:6]([CH3:8])[CH3:7])(=[O:3])[NH2:2].[CH3:22][O:23][C:24]1[CH:29]=[CH:28][C:27](B(O)O)=[CH:26][CH:25]=1.C(=O)([O-])[O-].[Na+].[Na+]. The catalyst is [Pd](Cl)Cl.C1(P(C2C=CC=CC=2)C2C=CC=CC=2)C=CC=CC=1.C1(P(C2C=CC=CC=2)C2C=CC=CC=2)C=CC=CC=1.C(#N)C. The product is [NH2:20][C@@H:11]([CH2:12][C:13]1[CH:18]=[CH:17][C:16]([C:27]2[CH:28]=[CH:29][C:24]([O:23][CH3:22])=[CH:25][CH:26]=2)=[CH:15][CH:14]=1)[C:10]([NH:9][CH:4]([C:1](=[O:3])[NH2:2])[CH2:5][CH:6]([CH3:8])[CH3:7])=[O:21]. The yield is 0.610.